Dataset: Forward reaction prediction with 1.9M reactions from USPTO patents (1976-2016). Task: Predict the product of the given reaction. Given the reactants [CH2:1]([N:7]([CH3:38])[C:8]([C@@H:10]1[CH2:14][C@H:13]([O:15][C:16]2[C:25]3[C:20](=[C:21]([CH3:28])[C:22]([O:26][CH3:27])=[CH:23][CH:24]=3)[N:19]=[C:18]([C:29]3[S:30][CH:31]=[C:32]([C:34]([F:37])([F:36])[F:35])[N:33]=3)[CH:17]=2)[CH2:12][NH:11]1)=[O:9])[CH2:2][CH2:3][CH2:4][CH:5]=[CH2:6].[C:39](N1C=CN=C1)([N:41]1[CH:45]=[CH:44][N:43]=[CH:42]1)=[O:40], predict the reaction product. The product is: [CH2:1]([N:7]([CH3:38])[C:8]([C@@H:10]1[CH2:14][C@H:13]([O:15][C:16]2[C:25]3[C:20](=[C:21]([CH3:28])[C:22]([O:26][CH3:27])=[CH:23][CH:24]=3)[N:19]=[C:18]([C:29]3[S:30][CH:31]=[C:32]([C:34]([F:35])([F:36])[F:37])[N:33]=3)[CH:17]=2)[CH2:12][N:11]1[C:39]([N:41]1[CH:45]=[CH:44][N:43]=[CH:42]1)=[O:40])=[O:9])[CH2:2][CH2:3][CH2:4][CH:5]=[CH2:6].